Task: Predict the product of the given reaction.. Dataset: Forward reaction prediction with 1.9M reactions from USPTO patents (1976-2016) (1) Given the reactants [F:1][C:2]1[CH:3]=[C:4]([CH2:27][CH:28]=O)[C:5]([O:25][CH3:26])=[C:6]([C:8]2[S:12][C:11]([C:13]3[CH:14]=[CH:15][C:16]([CH2:21][CH:22]([CH3:24])[CH3:23])=[C:17]([CH:20]=3)[C:18]#[N:19])=[N:10][N:9]=2)[CH:7]=1.[NH:30]1[CH2:33][CH:32]([C:34]([OH:36])=[O:35])[CH2:31]1.CC(O)=O.C(O[BH-](OC(=O)C)OC(=O)C)(=O)C.[Na+], predict the reaction product. The product is: [C:18]([C:17]1[CH:20]=[C:13]([C:11]2[S:12][C:8]([C:6]3[C:5]([O:25][CH3:26])=[C:4]([CH2:27][CH2:28][N:30]4[CH2:33][CH:32]([C:34]([OH:36])=[O:35])[CH2:31]4)[CH:3]=[C:2]([F:1])[CH:7]=3)=[N:9][N:10]=2)[CH:14]=[CH:15][C:16]=1[CH2:21][CH:22]([CH3:23])[CH3:24])#[N:19]. (2) Given the reactants [CH2:1]([O:3][C:4]([C:6]1[CH:10]=[C:9]([NH:11][C:12](=[O:27])[C:13]2[CH:18]=[C:17]([C:19]3[CH:24]=[CH:23][CH:22]=[C:21]([NH2:25])[N:20]=3)[CH:16]=[CH:15][C:14]=2[Cl:26])[N:8]([C:28]2[CH:33]=[CH:32][CH:31]=[CH:30][CH:29]=2)[N:7]=1)=[O:5])[CH3:2].[C:34](Cl)(=[O:39])[C:35]([CH3:38])([CH3:37])[CH3:36], predict the reaction product. The product is: [Cl:26][C:14]1[CH:15]=[CH:16][C:17]([C:19]2[CH:24]=[CH:23][CH:22]=[C:21]([NH:25][C:34](=[O:39])[C:35]([CH3:38])([CH3:37])[CH3:36])[N:20]=2)=[CH:18][C:13]=1[C:12]([NH:11][C:9]1[N:8]([C:28]2[CH:33]=[CH:32][CH:31]=[CH:30][CH:29]=2)[N:7]=[C:6]([C:4]([O:3][CH2:1][CH3:2])=[O:5])[CH:10]=1)=[O:27]. (3) The product is: [Br:1][C:2]1[CH:3]=[CH:4][C:5]([C:6]([NH:11][C:12]2[C:17]([F:18])=[CH:16][N:15]=[CH:14][C:13]=2[F:19])=[O:8])=[CH:9][CH:10]=1. Given the reactants [Br:1][C:2]1[CH:10]=[CH:9][C:5]([C:6]([OH:8])=O)=[CH:4][CH:3]=1.[NH2:11][C:12]1[C:17]([F:18])=[CH:16][N:15]=[CH:14][C:13]=1[F:19], predict the reaction product.